Dataset: Forward reaction prediction with 1.9M reactions from USPTO patents (1976-2016). Task: Predict the product of the given reaction. (1) The product is: [CH3:24][O:25][C:26]1[CH:34]=[CH:33][C:32]2[CH:31]([CH3:17])[CH:30]3[CH2:5][NH:4][CH2:3][CH:29]3[C:28]=2[CH:27]=1. Given the reactants CO[CH2:3][N:4](CC1C=CC=CC=1)[CH2:5][Si](C)(C)C.[C:17](O)(C(F)(F)F)=O.[CH3:24][O:25][C:26]1[CH:27]=[C:28]2[C:32](=[CH:33][CH:34]=1)[C:31](=O)[CH:30]=[CH:29]2, predict the reaction product. (2) Given the reactants [CH3:1][N:2]1[C:6]([C:7]([OH:9])=O)=[CH:5][CH:4]=[N:3]1.C(Cl)(=O)C(Cl)=O.[NH2:16][C:17]1[CH:18]=[C:19]([CH:36]=[CH:37][C:38]=1[CH3:39])[O:20][C:21]1[CH:22]=[CH:23][C:24]2[N:25]([CH:27]=[C:28]([NH:30][C:31]([CH:33]3[CH2:35][CH2:34]3)=[O:32])[N:29]=2)[N:26]=1.C(=O)([O-])O.[Na+], predict the reaction product. The product is: [CH:33]1([C:31]([NH:30][C:28]2[N:29]=[C:24]3[CH:23]=[CH:22][C:21]([O:20][C:19]4[CH:36]=[CH:37][C:38]([CH3:39])=[C:17]([NH:16][C:7]([C:6]5[N:2]([CH3:1])[N:3]=[CH:4][CH:5]=5)=[O:9])[CH:18]=4)=[N:26][N:25]3[CH:27]=2)=[O:32])[CH2:34][CH2:35]1. (3) Given the reactants [Cl:1][C:2]1[C:3]([CH2:8][NH:9][C:10]([CH:12]2[CH2:17][CH2:16][N:15]([C:18]([O:20][CH2:21][C:22]3[CH:27]=[CH:26][CH:25]=[CH:24][CH:23]=3)=[O:19])[CH:14]([C:28]#[N:29])[CH2:13]2)=O)=[N:4][CH:5]=[CH:6][N:7]=1.O=P(Cl)(Cl)Cl.CN(C)C=O.C([O-])(O)=O.[Na+], predict the reaction product. The product is: [Cl:1][C:2]1[C:3]2[N:4]([C:10]([CH:12]3[CH2:17][CH2:16][N:15]([C:18]([O:20][CH2:21][C:22]4[CH:27]=[CH:26][CH:25]=[CH:24][CH:23]=4)=[O:19])[CH:14]([C:28]#[N:29])[CH2:13]3)=[N:9][CH:8]=2)[CH:5]=[CH:6][N:7]=1. (4) Given the reactants [NH:1]1[CH:5]=[CH:4][CH:3]=[C:2]1[CH:6]=O.[NH:8]1[CH2:13][CH2:12][O:11][CH2:10][CH2:9]1.C(O[BH-](OC(=O)C)OC(=O)C)(=O)C.[Na+], predict the reaction product. The product is: [NH:1]1[CH:5]=[CH:4][CH:3]=[C:2]1[CH2:6][N:8]1[CH2:13][CH2:12][O:11][CH2:10][CH2:9]1. (5) Given the reactants [OH:1][C:2]1[CH:7]=[CH:6][C:5]([CH:8]2[CH2:13][CH2:12][C:11](=[O:14])[CH2:10][CH2:9]2)=[CH:4][CH:3]=1.C(=O)([O-])[O-].[K+].[K+].[CH2:21](Br)[C:22]1[CH:27]=[CH:26][CH:25]=[CH:24][CH:23]=1, predict the reaction product. The product is: [CH2:21]([O:1][C:2]1[CH:3]=[CH:4][C:5]([CH:8]2[CH2:9][CH2:10][C:11](=[O:14])[CH2:12][CH2:13]2)=[CH:6][CH:7]=1)[C:22]1[CH:27]=[CH:26][CH:25]=[CH:24][CH:23]=1. (6) Given the reactants [CH3:1][O:2][C:3]1[C:8]([N+:9]([O-])=O)=[CH:7][CH:6]=[CH:5][C:4]=1[N+:12]([O-])=O, predict the reaction product. The product is: [CH3:1][O:2][C:3]1[C:8]([NH2:9])=[CH:7][CH:6]=[CH:5][C:4]=1[NH2:12]. (7) Given the reactants [CH3:1][O:2][CH2:3][C@H:4]([CH3:24])[O:5][C:6]1[CH:7]=[C:8]([CH:12]=[C:13]([O:15][C:16]2[CH:21]=[CH:20][CH:19]=[C:18]([O:22][CH3:23])[CH:17]=2)[CH:14]=1)[C:9]([OH:11])=O.[CH2:25]([O:27][C:28](=[O:37])[CH2:29][S:30][C:31]1[S:35][C:34]([NH2:36])=[N:33][CH:32]=1)[CH3:26], predict the reaction product. The product is: [CH2:25]([O:27][C:28](=[O:37])[CH2:29][S:30][C:31]1[S:35][C:34]([NH:36][C:9](=[O:11])[C:8]2[CH:12]=[C:13]([O:15][C:16]3[CH:21]=[CH:20][CH:19]=[C:18]([O:22][CH3:23])[CH:17]=3)[CH:14]=[C:6]([O:5][C@@H:4]([CH3:24])[CH2:3][O:2][CH3:1])[CH:7]=2)=[N:33][CH:32]=1)[CH3:26]. (8) Given the reactants C[O:2][C:3]([C:5]1[CH:29]=[CH:28][C:8]2[NH:9][C:10]([C:12]3[C:16]([NH:17][C:18](=[O:27])[C:19]4[C:24]([F:25])=[CH:23][CH:22]=[CH:21][C:20]=4[F:26])=[CH:15][NH:14][N:13]=3)=[N:11][C:7]=2[CH:6]=1)=[O:4].O.Cl, predict the reaction product. The product is: [F:26][C:20]1[CH:21]=[CH:22][CH:23]=[C:24]([F:25])[C:19]=1[C:18]([NH:17][C:16]1[C:12]([C:10]2[NH:9][C:8]3[CH:28]=[CH:29][C:5]([C:3]([OH:4])=[O:2])=[CH:6][C:7]=3[N:11]=2)=[N:13][NH:14][CH:15]=1)=[O:27]. (9) Given the reactants S(Cl)([Cl:3])=O.[Cl:5][C:6]1[CH:11]=[CH:10][C:9]([C:12]2[CH:17]=[CH:16][CH:15]=[C:14]([CH2:18]O)[CH:13]=2)=[C:8]([CH3:20])[CH:7]=1, predict the reaction product. The product is: [Cl:5][C:6]1[CH:11]=[CH:10][C:9]([C:12]2[CH:17]=[CH:16][CH:15]=[C:14]([CH2:18][Cl:3])[CH:13]=2)=[C:8]([CH3:20])[CH:7]=1.